From a dataset of Full USPTO retrosynthesis dataset with 1.9M reactions from patents (1976-2016). Predict the reactants needed to synthesize the given product. (1) Given the product [OH:1][C@H:2]1[CH2:11][CH2:10][CH2:9][C@@H:8]2[C@:3]1([C:14]1[CH:15]=[CH:16][C:17]([O:20][CH3:21])=[CH:18][CH:19]=1)[CH2:4][CH2:5][C:6](=[O:13])[C@H:7]2[CH3:12], predict the reactants needed to synthesize it. The reactants are: [OH:1][C@H:2]1[CH2:11][CH2:10][CH2:9][C:8]2[C@:3]1([C:14]1[CH:19]=[CH:18][C:17]([O:20][CH3:21])=[CH:16][CH:15]=1)[CH2:4][CH2:5][C:6](=[O:13])[C:7]=2[CH3:12].O1CCCC1. (2) Given the product [F:41][C:40]1[C:39]([O:42][CH3:43])=[CH:38][C:37]([O:44][CH3:45])=[C:36]([F:46])[C:35]=1[N:13]1[CH2:14][C:15]2[CH:20]=[N:19][C:18]3[N:21]([S:26]([C:29]4[CH:34]=[CH:33][CH:32]=[CH:31][CH:30]=4)(=[O:27])=[O:28])[C:22]([CH:24]=[O:25])=[CH:23][C:17]=3[C:16]=2[N:11]([CH2:10][CH2:9][OH:8])[C:12]1=[O:47], predict the reactants needed to synthesize it. The reactants are: [Si]([O:8][CH2:9][CH2:10][N:11]1[C:16]2[C:17]3[CH:23]=[C:22]([CH:24]=[O:25])[N:21]([S:26]([C:29]4[CH:34]=[CH:33][CH:32]=[CH:31][CH:30]=4)(=[O:28])=[O:27])[C:18]=3[N:19]=[CH:20][C:15]=2[CH2:14][N:13]([C:35]2[C:40]([F:41])=[C:39]([O:42][CH3:43])[CH:38]=[C:37]([O:44][CH3:45])[C:36]=2[F:46])[C:12]1=[O:47])(C(C)(C)C)(C)C.Cl.C([O-])(O)=O.[Na+]. (3) Given the product [NH2:31][CH:28]1[CH2:29][CH2:30][N:25]([C:22]2[CH:23]=[CH:24][C:19]([NH:18][C:2]3[N:7]=[C:6]([C:8]4[C:16]5[C:11](=[CH:12][CH:13]=[CH:14][CH:15]=5)[NH:10][CH:9]=4)[C:5]([Cl:17])=[CH:4][N:3]=3)=[C:20]([O:34][CH3:35])[CH:21]=2)[CH2:26][C:27]1([CH3:33])[CH3:32], predict the reactants needed to synthesize it. The reactants are: Cl[C:2]1[N:7]=[C:6]([C:8]2[C:16]3[C:11](=[CH:12][CH:13]=[CH:14][CH:15]=3)[NH:10][CH:9]=2)[C:5]([Cl:17])=[CH:4][N:3]=1.[NH2:18][C:19]1[CH:24]=[CH:23][C:22]([N:25]2[CH2:30][CH2:29][CH:28]([NH2:31])[C:27]([CH3:33])([CH3:32])[CH2:26]2)=[CH:21][C:20]=1[O:34][CH3:35].